From a dataset of Forward reaction prediction with 1.9M reactions from USPTO patents (1976-2016). Predict the product of the given reaction. (1) Given the reactants C1([Si:7]([CH3:10])([CH3:9])[CH3:8])C=CCC=C1.C[N+]1([O-])[CH2:17][CH2:16][O:15]CC1.[O-:19]S([O-])=O.[Na+].[Na+].[CH2:25]1CC[CH2:28][CH2:27][CH2:26]1, predict the reaction product. The product is: [CH3:10][Si:7]([C:16]1([OH:15])[CH2:17][CH:28]=[CH:27][CH2:26][CH:25]1[OH:19])([CH3:8])[CH3:9]. (2) The product is: [CH:1]1([N:7]([CH2:8][CH2:9][OH:10])[C:11](=[O:12])[O:13][C:14]([CH3:17])([CH3:16])[CH3:15])[CH2:6][CH2:5][CH2:4][CH2:3][CH2:2]1. Given the reactants [CH:1]1([NH:7][CH2:8][CH2:9][OH:10])[CH2:6][CH2:5][CH2:4][CH2:3][CH2:2]1.[C:11](O[C:11]([O:13][C:14]([CH3:17])([CH3:16])[CH3:15])=[O:12])([O:13][C:14]([CH3:17])([CH3:16])[CH3:15])=[O:12], predict the reaction product. (3) Given the reactants [Br:1][C:2]1[CH:14]=[C:13]2[C:5]([C:6]3[CH:7]=[C:8]([C:15]([O:17]CC)=[O:16])[CH:9]=[CH:10][C:11]=3[NH:12]2)=[C:4]([C:20](=[O:22])[NH2:21])[CH:3]=1.[OH-].[Na+], predict the reaction product. The product is: [Br:1][C:2]1[CH:14]=[C:13]2[C:5]([C:6]3[CH:7]=[C:8]([C:15]([OH:17])=[O:16])[CH:9]=[CH:10][C:11]=3[NH:12]2)=[C:4]([C:20](=[O:22])[NH2:21])[CH:3]=1. (4) Given the reactants [SH:1][C:2]1[N:3]([NH2:20])[C:4]([C@H:7]([NH:9][C:10](=[O:19])[O:11][CH2:12][C:13]2[CH:18]=[CH:17][CH:16]=[CH:15][CH:14]=2)[CH3:8])=[N:5][N:6]=1.[Cl:21][C:22]1[CH:23]=[C:24]([N:28]=[C:29]=S)[CH:25]=[CH:26][CH:27]=1.C1(N=C=NC2CCCCC2)CCCCC1, predict the reaction product. The product is: [Cl:21][C:22]1[CH:23]=[C:24]([NH:28][C:29]2[S:1][C:2]3=[N:6][N:5]=[C:4]([C@H:7]([NH:9][C:10](=[O:19])[O:11][CH2:12][C:13]4[CH:18]=[CH:17][CH:16]=[CH:15][CH:14]=4)[CH3:8])[N:3]3[N:20]=2)[CH:25]=[CH:26][CH:27]=1. (5) Given the reactants [F:1][C:2]1[C:3]([C:22]([OH:24])=O)=[N:4][CH:5]=[CH:6][C:7]=1[S:8][C:9]1[S:13][C:12]([NH:14][C:15]2[CH:20]=[C:19]([CH3:21])[CH:18]=[CH:17][N:16]=2)=[N:11][CH:10]=1.[CH2:25]1[C:33]2[C:28](=[CH:29][CH:30]=[CH:31][CH:32]=2)[CH2:27][NH:26]1, predict the reaction product. The product is: [F:1][C:2]1[C:3]([C:22]([N:26]2[CH2:27][C:28]3[C:33](=[CH:32][CH:31]=[CH:30][CH:29]=3)[CH2:25]2)=[O:24])=[N:4][CH:5]=[CH:6][C:7]=1[S:8][C:9]1[S:13][C:12]([NH:14][C:15]2[CH:20]=[C:19]([CH3:21])[CH:18]=[CH:17][N:16]=2)=[N:11][CH:10]=1. (6) Given the reactants [C:1]([O:5][CH2:6][C:7](OCC)=O)([F:4])([F:3])[F:2].F[CH2:13][C:14]([O:16]CC)=[O:15].BrCC(OCC)=O, predict the reaction product. The product is: [C:14]([O:16][CH:6]([O:5][C:1]([F:2])([F:3])[F:4])[CH3:7])(=[O:15])[CH3:13].